From a dataset of Full USPTO retrosynthesis dataset with 1.9M reactions from patents (1976-2016). Predict the reactants needed to synthesize the given product. Given the product [F:29][C:27]1[CH:26]=[CH:25][C:17]2[O:18][CH:19]3[CH2:20][CH2:21][CH2:22][CH2:23][CH2:24][C:15]3([C:12]3[CH:11]=[CH:10][C:9]([OH:8])=[CH:14][CH:13]=3)[C:16]=2[CH:28]=1, predict the reactants needed to synthesize it. The reactants are: C([O:8][C:9]1[CH:14]=[CH:13][C:12]([C:15]23[CH2:24][CH2:23][CH2:22][CH2:21][CH2:20][CH:19]2[O:18][C:17]2[CH:25]=[CH:26][C:27]([F:29])=[CH:28][C:16]3=2)=[CH:11][CH:10]=1)C1C=CC=CC=1.C1(O)C=CC=CC=1.